From a dataset of Forward reaction prediction with 1.9M reactions from USPTO patents (1976-2016). Predict the product of the given reaction. The product is: [CH3:33][C@H:34]([O:38][C:6]1[N:14]=[C:13]2[C:9]([N:10]=[C:11]([O:23][CH3:24])[N:12]2[CH2:15][CH2:16][C@H:17]2[CH2:18][CH2:19][O:20][CH2:21]2)=[C:8]([NH2:25])[N:7]=1)[CH2:35][CH2:36][CH3:37]. Given the reactants C(N[C:6]1[N:14]=[C:13]2[C:9]([N:10]=[C:11]([O:23][CH3:24])[N:12]2[CH2:15][CH2:16][CH2:17][CH:18]2C[CH2:21][O:20][CH2:19]2)=[C:8]([NH2:25])[N:7]=1)CCC.FC(F)(F)C(O)=O.[CH3:33][C@H:34]([O:38]C1NC(N)=C2C(N=1)=NC(OC)=N2)[CH2:35][CH2:36][CH3:37].BrCC[C@H]1CCOC1, predict the reaction product.